This data is from Aqueous solubility values for 9,982 compounds from the AqSolDB database. The task is: Regression/Classification. Given a drug SMILES string, predict its absorption, distribution, metabolism, or excretion properties. Task type varies by dataset: regression for continuous measurements (e.g., permeability, clearance, half-life) or binary classification for categorical outcomes (e.g., BBB penetration, CYP inhibition). For this dataset (solubility_aqsoldb), we predict Y. (1) The compound is O=S(=O)(C1CCCCC1)C1CCCCC1. The Y is -2.06 log mol/L. (2) The compound is CCCCCCCCC(=O)OCC(CC)(COC(=O)CCCCCCCC)COC(=O)CCCCCCCC. The Y is -6.84 log mol/L. (3) The drug is CCOC(=O)c1ccccc1C(=O)c1ccccc1. The Y is -3.41 log mol/L.